Dataset: Experimentally validated miRNA-target interactions with 360,000+ pairs, plus equal number of negative samples. Task: Binary Classification. Given a miRNA mature sequence and a target amino acid sequence, predict their likelihood of interaction. (1) The protein sequence of the target gene is MASMAAVLTWALALLSAFSATQARKGFWDYFSQTSGDKGRVEQIHQQKMAREPATLKDSLEQDLNNMNKFLEKLRPLSGSEAPRLPQDPVGMRRQLQEELEEVKARLQPYMAEAHELVGWNLEGLRQQLKPYTMDLMEQVALRVQELQEQLRVVGEDTKAQLLGGVDEAWALLQGLQSRVVHHTGRFKELFHPYAESLVSGIGRHVQELHRSVAPHAPASPARLSRCVQVLSRKLTLKAKALHARIQQNLDQLREELSRAFAGTGTEEGAGPDPQMLSEEVRQRLQAFRQDTYLQIAAFT.... The miRNA is hsa-miR-5190 with sequence CCAGUGACUGAGCUGGAGCCA. Result: 0 (no interaction). (2) The miRNA is hsa-miR-23a-3p with sequence AUCACAUUGCCAGGGAUUUCC. The protein sequence of the target gene is MAARLVSRCGAVRAAPHSGPLVSWRRWSGASTDTVYDVVVSGGGLVGAAMACALGYDIHFHDKKILLLEAGPKKVLEKLSETYSNRVSSISPGSATLLSSFGAWDHICNMRYRAFRRMQVWDACSEALIMFDKDNLDDMGYIVENDVIMHALTKQLEAVSDRVTVLYRSKAIRYTWPCPFPMADSSPWVHITLGDGSTFQTKLLIGADGHNSGVRQAVGIQNVSWNYDQSAVVATLHLSEATENNVAWQRFLPSGPIALLPLSDTLSSLVWSTSHEHAAELVSMDEEKFVDAVNSAFWSD.... Result: 0 (no interaction). (3) The miRNA is hsa-miR-1224-3p with sequence CCCCACCUCCUCUCUCCUCAG. The protein sequence of the target gene is MVEAFCATWKLTNSQNFDEYMKALGVGFATRQVGNVTKPTVIISQEGDKVVIRTLSTFKNTEISFQLGEEFDETTADDRNCKSVVSLDGDKLVHIQKWDGKETNFVREIKDGKMVMTLTFGDVVAVRHYEKA. Result: 1 (interaction).